From a dataset of Peptide-MHC class II binding affinity with 134,281 pairs from IEDB. Regression. Given a peptide amino acid sequence and an MHC pseudo amino acid sequence, predict their binding affinity value. This is MHC class II binding data. The peptide sequence is RKVLRDNIQGITKPA. The MHC is H-2-IAd with pseudo-sequence H-2-IAd. The binding affinity (normalized) is 0.